From a dataset of Full USPTO retrosynthesis dataset with 1.9M reactions from patents (1976-2016). Predict the reactants needed to synthesize the given product. (1) Given the product [F:24][C:2]([F:1])([F:25])[C:3]1[CH:4]=[CH:5][C:6]([N:9]2[CH:13]=[CH:12][C:11]([C:14]3[CH:23]=[CH:22][C:17]([C:18]([OH:20])=[O:19])=[CH:16][CH:15]=3)=[CH:10]2)=[CH:7][CH:8]=1, predict the reactants needed to synthesize it. The reactants are: [F:1][C:2]([F:25])([F:24])[C:3]1[CH:8]=[CH:7][C:6]([N:9]2[CH:13]=[CH:12][C:11]([C:14]3[CH:23]=[CH:22][C:17]([C:18]([O:20]C)=[O:19])=[CH:16][CH:15]=3)=[CH:10]2)=[CH:5][CH:4]=1.[OH-].[K+]. (2) Given the product [F:1][C:2]([F:7])([F:6])[C:3]([OH:5])=[O:4].[Cl:8][C:9]1[CH:10]=[CH:11][C:12]([C:13]([N:15]2[CH2:21][C:20]3[CH:22]=[CH:23][C:24]([CH2:26][CH2:27][C:28]([N:29]4[CH2:34][CH2:33][N:32]([CH3:55])[CH2:31][CH2:30]4)=[O:35])=[CH:25][C:19]=3[N:18]([CH2:36][C:37]3[CH:42]=[CH:41][C:40]([C:43]([N:45]4[CH2:46][CH:47]=[CH:48][CH2:49]4)=[O:44])=[CH:39][CH:38]=3)[C:17](=[O:50])[CH2:16]2)=[O:14])=[CH:51][CH:52]=1, predict the reactants needed to synthesize it. The reactants are: [F:1][C:2]([F:7])([F:6])[C:3]([OH:5])=[O:4].[Cl:8][C:9]1[CH:52]=[CH:51][C:12]([C:13]([N:15]2[CH2:21][C:20]3[CH:22]=[CH:23][C:24]([CH2:26][CH2:27][C:28](=[O:35])[N:29]4[CH2:34][CH2:33][NH:32][CH2:31][CH2:30]4)=[CH:25][C:19]=3[N:18]([CH2:36][C:37]3[CH:42]=[CH:41][C:40]([C:43]([N:45]4[CH2:49][CH:48]=[CH:47][CH2:46]4)=[O:44])=[CH:39][CH:38]=3)[C:17](=[O:50])[CH2:16]2)=[O:14])=[CH:11][CH:10]=1.C=O.[C:55](O)(=O)C.C(O[BH-](OC(=O)C)OC(=O)C)(=O)C.[Na+]. (3) The reactants are: [Cl:1][C:2]1[CH:7]=[C:6](I)[CH:5]=[C:4]([C:9]([F:12])([F:11])[F:10])[N:3]=1.C([Mg]Cl)(C)C.C(OCC)C.[O:23]1[CH2:26][C:25](=[O:27])[CH2:24]1. Given the product [Cl:1][C:2]1[CH:7]=[C:6]([C:25]2([OH:27])[CH2:26][O:23][CH2:24]2)[CH:5]=[C:4]([C:9]([F:12])([F:11])[F:10])[N:3]=1, predict the reactants needed to synthesize it. (4) Given the product [Cl:1][C:2]1[CH:7]=[CH:6][C:5]([N:8]([CH2:20][C:21]2[CH:22]=[CH:23][C:24]([F:27])=[CH:25][CH:26]=2)[C:9]([CH:10]=[C:11]([OH:12])[C:15]([OH:16])=[O:14])=[O:19])=[CH:4][CH:3]=1, predict the reactants needed to synthesize it. The reactants are: [Cl:1][C:2]1[CH:7]=[CH:6][C:5]([N:8]([CH2:20][C:21]2[CH:26]=[CH:25][C:24]([F:27])=[CH:23][CH:22]=2)[C:9](=[O:19])[CH:10]=[C:11]2[C:15](=[O:16])[O:14]C(C)(C)[O:12]2)=[CH:4][CH:3]=1.N#N.